Dataset: NCI-60 drug combinations with 297,098 pairs across 59 cell lines. Task: Regression. Given two drug SMILES strings and cell line genomic features, predict the synergy score measuring deviation from expected non-interaction effect. (1) Drug 1: CC1=CC2C(CCC3(C2CCC3(C(=O)C)OC(=O)C)C)C4(C1=CC(=O)CC4)C. Drug 2: C1C(C(OC1N2C=NC3=C(N=C(N=C32)Cl)N)CO)O. Cell line: HS 578T. Synergy scores: CSS=-10.9, Synergy_ZIP=3.25, Synergy_Bliss=-1.71, Synergy_Loewe=-5.64, Synergy_HSA=-7.69. (2) Drug 1: C1CCC(C1)C(CC#N)N2C=C(C=N2)C3=C4C=CNC4=NC=N3. Drug 2: C1CCN(CC1)CCOC2=CC=C(C=C2)C(=O)C3=C(SC4=C3C=CC(=C4)O)C5=CC=C(C=C5)O. Cell line: TK-10. Synergy scores: CSS=12.4, Synergy_ZIP=0.281, Synergy_Bliss=4.16, Synergy_Loewe=2.87, Synergy_HSA=3.03. (3) Drug 1: CC(CN1CC(=O)NC(=O)C1)N2CC(=O)NC(=O)C2. Drug 2: CCC1(CC2CC(C3=C(CCN(C2)C1)C4=CC=CC=C4N3)(C5=C(C=C6C(=C5)C78CCN9C7C(C=CC9)(C(C(C8N6C)(C(=O)OC)O)OC(=O)C)CC)OC)C(=O)OC)O.OS(=O)(=O)O. Cell line: HOP-62. Synergy scores: CSS=9.37, Synergy_ZIP=-7.42, Synergy_Bliss=-7.27, Synergy_Loewe=-22.6, Synergy_HSA=-6.23. (4) Drug 1: CN(CC1=CN=C2C(=N1)C(=NC(=N2)N)N)C3=CC=C(C=C3)C(=O)NC(CCC(=O)O)C(=O)O. Drug 2: CC1=C(C=C(C=C1)NC(=O)C2=CC=C(C=C2)CN3CCN(CC3)C)NC4=NC=CC(=N4)C5=CN=CC=C5. Cell line: LOX IMVI. Synergy scores: CSS=67.2, Synergy_ZIP=41.9, Synergy_Bliss=22.5, Synergy_Loewe=49.3, Synergy_HSA=20.4. (5) Drug 1: CC1=C(C=C(C=C1)NC2=NC=CC(=N2)N(C)C3=CC4=NN(C(=C4C=C3)C)C)S(=O)(=O)N.Cl. Drug 2: CNC(=O)C1=CC=CC=C1SC2=CC3=C(C=C2)C(=NN3)C=CC4=CC=CC=N4. Cell line: HOP-62. Synergy scores: CSS=4.86, Synergy_ZIP=-0.514, Synergy_Bliss=4.38, Synergy_Loewe=1.73, Synergy_HSA=1.78. (6) Drug 1: C1C(C(OC1N2C=C(C(=O)NC2=O)F)CO)O. Drug 2: CNC(=O)C1=NC=CC(=C1)OC2=CC=C(C=C2)NC(=O)NC3=CC(=C(C=C3)Cl)C(F)(F)F. Cell line: U251. Synergy scores: CSS=12.6, Synergy_ZIP=-0.740, Synergy_Bliss=1.61, Synergy_Loewe=-16.1, Synergy_HSA=-0.876.